From a dataset of Reaction yield outcomes from USPTO patents with 853,638 reactions. Predict the reaction yield, written as a fraction of the theoretical maximum amount of product (1.0 means a 100% yield; for example, 0.34 means a 34% yield). (1) The reactants are [OH:1][C:2]1[CH:24]=[CH:23][C:5]2[C:6](=[O:22])/[C:7](=[CH:9]/[C:10]3[C:18]4[C:13](=[CH:14][C:15]([N+:19]([O-])=O)=[CH:16][CH:17]=4)[NH:12][CH:11]=3)/[O:8][C:4]=2[C:3]=1[CH2:25][N:26]1[CH2:31][CH2:30][N:29]([C:32]([O:34][C:35]([CH3:38])([CH3:37])[CH3:36])=[O:33])[CH2:28][CH2:27]1.[H][H]. The catalyst is C(O)C.[Pd].CC([O-])=O.CC([O-])=O.[Pb+2]. The product is [NH2:19][C:15]1[CH:14]=[C:13]2[C:18]([C:10](/[CH:9]=[C:7]3\[O:8][C:4]4[C:3]([CH2:25][N:26]5[CH2:27][CH2:28][N:29]([C:32]([O:34][C:35]([CH3:37])([CH3:36])[CH3:38])=[O:33])[CH2:30][CH2:31]5)=[C:2]([OH:1])[CH:24]=[CH:23][C:5]=4[C:6]\3=[O:22])=[CH:11][NH:12]2)=[CH:17][CH:16]=1. The yield is 0.970. (2) The reactants are C1(P(C2C=CC=CC=2)C2C=CC=CC=2)C=CC=CC=1.[OH:20][C:21]1[CH:30]=[C:29]2[C:24]([C:25](=[O:39])[N:26]([CH2:31][O:32][C:33](=[O:38])[C:34]([CH3:37])([CH3:36])[CH3:35])[CH:27]=[N:28]2)=[CH:23][C:22]=1[O:40][CH3:41].[CH3:42][S:43]([CH2:46][CH2:47][CH2:48]O)(=[O:45])=[O:44].N(C(OCC)=O)=NC(OCC)=O. The catalyst is C(Cl)Cl. The product is [CH3:41][O:40][C:22]1[CH:23]=[C:24]2[C:29](=[CH:30][C:21]=1[O:20][CH2:48][CH2:47][CH2:46][S:43]([CH3:42])(=[O:45])=[O:44])[N:28]=[CH:27][N:26]([CH2:31][O:32][C:33](=[O:38])[C:34]([CH3:35])([CH3:36])[CH3:37])[C:25]2=[O:39]. The yield is 0.910. (3) The reactants are C([O:3][C:4]([C@H:6]1[CH2:11][CH2:10][C@H:9]([C:12]2[S:13][C:14]([Cl:18])=[C:15]([CH3:17])[N:16]=2)[CH2:8][CH2:7]1)=[O:5])C.[OH-].[Na+]. The catalyst is O1CCOCC1. The product is [Cl:18][C:14]1[S:13][C:12]([C@H:9]2[CH2:8][CH2:7][C@H:6]([C:4]([OH:5])=[O:3])[CH2:11][CH2:10]2)=[N:16][C:15]=1[CH3:17]. The yield is 0.900. (4) The reactants are [CH:1]([NH:4][CH:5]([CH3:7])[CH3:6])([CH3:3])[CH3:2].[C:8]1([P:14](Cl)[Cl:15])[CH:13]=[CH:12][CH:11]=[CH:10][CH:9]=1. The catalyst is CCCCCC. The product is [Cl:15][P:14]([N:4]([CH:5]([CH3:7])[CH3:6])[CH:1]([CH3:3])[CH3:2])[C:8]1[CH:13]=[CH:12][CH:11]=[CH:10][CH:9]=1. The yield is 0.800. (5) The catalyst is C1COCC1. The yield is 0.820. The reactants are [CH:1]1[CH:6]=[C:5]2C(C(O)(O)[C:10](=[O:11])[C:4]2=[CH:3][CH:2]=1)=O.[N-:14]=[N+:15]=[N-:16].[BH4-].[Na+].B(F)(F)F.O(CC)[CH2:24][CH3:25].S(N=[N+]=[N-])(C(F)(F)F)(=O)=O. The product is [N:14]([CH2:24][CH2:25][C:1]1[CH:2]=[CH:3][C:4]([CH2:10][OH:11])=[CH:5][CH:6]=1)=[N+:15]=[N-:16].